The task is: Regression. Given two drug SMILES strings and cell line genomic features, predict the synergy score measuring deviation from expected non-interaction effect.. This data is from NCI-60 drug combinations with 297,098 pairs across 59 cell lines. (1) Drug 1: C1C(C(OC1N2C=NC3=C2NC=NCC3O)CO)O. Drug 2: CC1C(C(CC(O1)OC2CC(CC3=C2C(=C4C(=C3O)C(=O)C5=C(C4=O)C(=CC=C5)OC)O)(C(=O)CO)O)N)O.Cl. Cell line: ACHN. Synergy scores: CSS=51.9, Synergy_ZIP=4.87, Synergy_Bliss=4.73, Synergy_Loewe=-28.3, Synergy_HSA=5.00. (2) Drug 1: CCCCC(=O)OCC(=O)C1(CC(C2=C(C1)C(=C3C(=C2O)C(=O)C4=C(C3=O)C=CC=C4OC)O)OC5CC(C(C(O5)C)O)NC(=O)C(F)(F)F)O. Drug 2: C1CN(CCN1C(=O)CCBr)C(=O)CCBr. Cell line: SK-MEL-5. Synergy scores: CSS=41.8, Synergy_ZIP=-1.46, Synergy_Bliss=-0.870, Synergy_Loewe=0.754, Synergy_HSA=1.41. (3) Drug 1: CC1=CC2C(CCC3(C2CCC3(C(=O)C)OC(=O)C)C)C4(C1=CC(=O)CC4)C. Drug 2: CCC1(C2=C(COC1=O)C(=O)N3CC4=CC5=C(C=CC(=C5CN(C)C)O)N=C4C3=C2)O.Cl. Cell line: SK-MEL-2. Synergy scores: CSS=11.9, Synergy_ZIP=-0.833, Synergy_Bliss=5.05, Synergy_Loewe=-8.88, Synergy_HSA=2.58. (4) Drug 1: C1CCC(C1)C(CC#N)N2C=C(C=N2)C3=C4C=CNC4=NC=N3. Drug 2: C1C(C(OC1N2C=NC(=NC2=O)N)CO)O. Cell line: SK-MEL-2. Synergy scores: CSS=9.79, Synergy_ZIP=-0.571, Synergy_Bliss=1.67, Synergy_Loewe=-18.7, Synergy_HSA=-3.74. (5) Drug 1: C1=CC(=CC=C1CCCC(=O)O)N(CCCl)CCCl. Drug 2: C1CN1P(=S)(N2CC2)N3CC3. Cell line: SW-620. Synergy scores: CSS=22.2, Synergy_ZIP=-3.90, Synergy_Bliss=-3.50, Synergy_Loewe=-4.82, Synergy_HSA=-1.14. (6) Drug 1: C1=C(C(=O)NC(=O)N1)N(CCCl)CCCl. Drug 2: B(C(CC(C)C)NC(=O)C(CC1=CC=CC=C1)NC(=O)C2=NC=CN=C2)(O)O. Cell line: RXF 393. Synergy scores: CSS=14.6, Synergy_ZIP=-7.93, Synergy_Bliss=-5.08, Synergy_Loewe=-3.66, Synergy_HSA=-3.63.